Dataset: Forward reaction prediction with 1.9M reactions from USPTO patents (1976-2016). Task: Predict the product of the given reaction. (1) Given the reactants [NH2:1][C:2]1[C:3]([N+:12]([O-])=O)=[C:4]([S:8][CH2:9][CH2:10][OH:11])[CH:5]=[CH:6][CH:7]=1, predict the reaction product. The product is: [NH2:12][C:3]1[C:2]([NH2:1])=[CH:7][CH:6]=[CH:5][C:4]=1[S:8][CH2:9][CH2:10][OH:11]. (2) Given the reactants [Cl:1][C:2]1[CH:3]=[C:4]2[C:8](=[CH:9][CH:10]=1)[CH:7]([O:11][C:12]1[CH:17]=[CH:16][C:15]([CH2:18][CH2:19][C:20]([OH:22])=O)=[CH:14][CH:13]=1)[CH2:6][CH2:5]2.[CH3:23][S:24]([NH2:27])(=[O:26])=[O:25].Cl.C(N=C=NCCCN(C)C)C.O, predict the reaction product. The product is: [Cl:1][C:2]1[CH:3]=[C:4]2[C:8](=[CH:9][CH:10]=1)[CH:7]([O:11][C:12]1[CH:17]=[CH:16][C:15]([CH2:18][CH2:19][C:20]([NH:27][S:24]([CH3:23])(=[O:26])=[O:25])=[O:22])=[CH:14][CH:13]=1)[CH2:6][CH2:5]2. (3) The product is: [NH:15]1[CH:16]=[C:12]([CH2:11][CH2:10][CH2:9][N:8]([CH3:24])[CH3:7])[C:13]2[CH2:21][CH2:20][CH2:19][CH2:18][CH2:17][C:14]1=2. Given the reactants [H-].[Al+3].[Li+].[H-].[H-].[H-].[CH3:7][N:8]([CH3:24])[C:9](=O)[CH2:10][CH2:11][C:12]1[C:13]2[C:21](=O)[CH2:20][CH2:19][CH2:18][CH2:17][C:14]=2[NH:15][CH:16]=1.[OH-].[Na+].S([O-])([O-])(=O)=O.[Na+].[Na+], predict the reaction product. (4) Given the reactants [CH2:1]1[C:3]([NH2:7])([C:4]([OH:6])=[O:5])[CH2:2]1.[CH3:8][CH:9]([CH3:25])[C:10]([O:12][CH2:13][O:14][C:15](ON1C(=O)CCC1=O)=[O:16])=[O:11], predict the reaction product. The product is: [C:10]([O:12][CH2:13][O:14][C:15]([NH:7][C:3]1([C:4]([OH:6])=[O:5])[CH2:2][CH2:1]1)=[O:16])(=[O:11])[CH:9]([CH3:25])[CH3:8].